From a dataset of Reaction yield outcomes from USPTO patents with 853,638 reactions. Predict the reaction yield, written as a fraction of the theoretical maximum amount of product (1.0 means a 100% yield; for example, 0.34 means a 34% yield). (1) The reactants are [CH3:1][O:2][C:3]([NH:5][C@@H:6]([CH:54](C)[CH3:55])[C:7]([N:9]1[CH2:13][CH2:12][CH2:11][C@H:10]1[C:14]1[NH:15][C:16]([C:19]2[CH:32]=[C:31]3[C:22]([C:23]4[CH:24]=[CH:25][C:26]([C:33]5[CH:34]=[CH:35][C:36]6[N:40]=[C:39]([C@@H:41]7[CH2:45][CH2:44][CH2:43][N:42]7[C:46](OC(C)(C)C)=[O:47])[NH:38][C:37]=6[CH:53]=5)=[CH:27][C:28]=4[CH2:29][CH2:30]3)=[CH:21][CH:20]=2)=[CH:17][N:18]=1)=[O:8])=[O:4].Cl.O1CCOC[CH2:59]1.[CH3:64][O:65][C:66]([NH:68][C@H:69]([C:73]1[CH:78]=[CH:77][CH:76]=[CH:75][CH:74]=1)C(O)=O)=[O:67].CCOC(C(C#N)=NOC(N1CCOCC1)=[N+](C)C)=O.F[P-](F)(F)(F)(F)F.C(N(C(C)C)CC)(C)C. The catalyst is CO. The product is [CH3:64][O:65][C:66]([NH:68][C@H:69]([C:73]1[CH:78]=[CH:77][CH:76]=[CH:75][CH:74]=1)[C:46]([N:42]1[CH2:43][CH2:44][CH2:45][C@H:41]1[C:39]1[NH:38][C:37]2[CH:53]=[C:33]([C:26]3[CH:25]=[C:24]4[C:23]([C:22]5[CH:21]=[CH:20][C:19]([C:16]6[NH:15][C:14]([C@@H:10]7[CH2:11][CH2:12][CH2:13][N:9]7[C:7](=[O:8])[C@@H:6]([NH:5][C:3](=[O:4])[O:2][CH3:1])[CH:54]([CH3:55])[CH3:59])=[N:18][CH:17]=6)=[CH:32][C:31]=5[CH2:30][CH2:29]4)=[CH:28][CH:27]=3)[CH:34]=[CH:35][C:36]=2[N:40]=1)=[O:47])=[O:67]. The yield is 0.360. (2) The reactants are [C:1]([C:5]1[NH:6][C:7]2[C:12]([CH:13]=1)=[CH:11][CH:10]=[C:9]([N+:14]([O-])=O)[CH:8]=2)([CH3:4])([CH3:3])[CH3:2].[H][H]. The catalyst is CO.[Ni]. The product is [C:1]([C:5]1[NH:6][C:7]2[C:12]([CH:13]=1)=[CH:11][CH:10]=[C:9]([NH2:14])[CH:8]=2)([CH3:4])([CH3:2])[CH3:3]. The yield is 0.890. (3) The reactants are C1(C)C=CC=CC=1.N1CCCCC1.[CH:14]([C:17]1[C:26]2[CH:25]=[C:24]([C:27]3[CH:28]=[C:29]([CH:32]=[CH:33][C:34]=3[O:35][C:36]([F:39])([F:38])[F:37])[CH:30]=O)[C:23]([CH3:40])=[CH:22][C:21]=2[C:20]([CH3:42])([CH3:41])[CH2:19][CH:18]=1)([CH3:16])[CH3:15].[S:43]1[CH2:47][C:46](=[O:48])[NH:45][C:44]1=[O:49]. The catalyst is C(O)(=O)C. The product is [CH:14]([C:17]1[C:26]2[CH:25]=[C:24]([C:27]3[CH:28]=[C:29]([CH:32]=[CH:33][C:34]=3[O:35][C:36]([F:37])([F:38])[F:39])[CH:30]=[C:47]3[S:43][C:44](=[O:49])[NH:45][C:46]3=[O:48])[C:23]([CH3:40])=[CH:22][C:21]=2[C:20]([CH3:42])([CH3:41])[CH2:19][CH:18]=1)([CH3:16])[CH3:15]. The yield is 0.700. (4) The reactants are Br[C:2]1[CH:14]=[CH:13][C:12]2[C:11]3[C:6](=[CH:7][CH:8]=[CH:9][CH:10]=3)[C:5]([CH3:16])([CH3:15])[C:4]=2[CH:3]=1.[CH:17]1[C:25]2[C:24]3[CH:26]=[CH:27][CH:28]=[CH:29][C:23]=3[S:22][C:21]=2[C:20](B(O)O)=[CH:19][CH:18]=1.C1(C)C=CC=CC=1P(C1C=CC=CC=1C)C1C=CC=CC=1C.C(=O)([O-])[O-].[K+].[K+]. The catalyst is C1(C)C=CC=CC=1.C([O-])(=O)C.[Pd+2].C([O-])(=O)C.C(O)C. The product is [CH3:15][C:5]1([CH3:16])[C:4]2[CH:3]=[C:2]([C:29]3[C:23]4[S:22][C:21]5[CH:20]=[CH:19][CH:18]=[CH:17][C:25]=5[C:24]=4[CH:26]=[CH:27][CH:28]=3)[CH:14]=[CH:13][C:12]=2[C:11]2[C:6]1=[CH:7][CH:8]=[CH:9][CH:10]=2. The yield is 0.840. (5) The reactants are S(Cl)(Cl)=O.[CH3:5][C:6]1([C:11]([OH:13])=[O:12])[CH2:10][CH2:9][CH2:8][O:7]1.[CH3:14]O. No catalyst specified. The product is [CH3:5][C:6]1([C:11]([O:13][CH3:14])=[O:12])[CH2:10][CH2:9][CH2:8][O:7]1. The yield is 0.930. (6) The reactants are [F:1][C:2]([F:14])([F:13])[S:3][C:4]1[CH:9]=[CH:8][C:7]([CH2:10][C:11]#[N:12])=[CH:6][CH:5]=1.Cl.[OH-].[Na+]. The catalyst is C1COCC1.C(OCC)C. The product is [F:13][C:2]([F:1])([F:14])[S:3][C:4]1[CH:5]=[CH:6][C:7]([CH2:10][CH2:11][NH2:12])=[CH:8][CH:9]=1. The yield is 0.912. (7) The catalyst is [Pd]. The reactants are [CH:1]([O:4][C:5]1[CH:10]=[CH:9][C:8]([N+:11]([O-])=O)=[CH:7][C:6]=1[OH:14])([CH3:3])[CH3:2]. The yield is 0.760. The product is [NH2:11][C:8]1[CH:9]=[CH:10][C:5]([O:4][CH:1]([CH3:3])[CH3:2])=[C:6]([OH:14])[CH:7]=1. (8) The product is [C:1]([C:3]1[CH:8]=[CH:7][CH:6]=[CH:5][C:4]=1[C:9]1[CH:14]=[CH:13][C:12]([CH2:15][C:16]2[C:17](=[O:44])[N:18]([C@H:28]3[CH2:29][CH2:30][C@H:31]([C:34]4[O:38][CH:37]=[N:36][C:35]=4[C:39]([OH:41])=[O:40])[CH2:32][CH2:33]3)[C:19]3[N:20]([N:25]=[CH:26][N:27]=3)[C:21]=2[CH2:22][CH2:23][CH3:24])=[CH:11][CH:10]=1)#[N:2]. The reactants are [C:1]([C:3]1[CH:8]=[CH:7][CH:6]=[CH:5][C:4]=1[C:9]1[CH:14]=[CH:13][C:12]([CH2:15][C:16]2[C:17](=[O:44])[N:18]([C@H:28]3[CH2:33][CH2:32][C@H:31]([C:34]4[O:38][CH:37]=[N:36][C:35]=4[C:39]([O:41]CC)=[O:40])[CH2:30][CH2:29]3)[C:19]3[N:20]([N:25]=[CH:26][N:27]=3)[C:21]=2[CH2:22][CH2:23][CH3:24])=[CH:11][CH:10]=1)#[N:2].[OH-].[Na+].O1CCCC1.Cl. The catalyst is CO. The yield is 0.760. (9) The reactants are [NH2:1][CH2:2][C:3]1[C:4]([NH:12][C:13]2[C:18]([F:19])=[CH:17][CH:16]=[CH:15][C:14]=2[F:20])=[N:5][C:6]([S:10][CH3:11])=[N:7][C:8]=1[Cl:9].[C:21](C1NC=CN=1)(C1NC=CN=1)=[O:22]. The catalyst is C(Cl)Cl. The product is [Cl:9][C:8]1[N:7]=[C:6]([S:10][CH3:11])[N:5]=[C:4]2[N:12]([C:13]3[C:14]([F:20])=[CH:15][CH:16]=[CH:17][C:18]=3[F:19])[C:21](=[O:22])[NH:1][CH2:2][C:3]=12. The yield is 0.810.